This data is from Catalyst prediction with 721,799 reactions and 888 catalyst types from USPTO. The task is: Predict which catalyst facilitates the given reaction. (1) Reactant: [N+:1]([C:4]1[CH:5]=[C:6]([S:10](Cl)(=[O:12])=[O:11])[CH:7]=[CH:8][CH:9]=1)([O-:3])=[O:2].[CH3:14][NH:15][CH3:16]. The catalyst class is: 1. Product: [CH3:14][N:15]([CH3:16])[S:10]([C:6]1[CH:7]=[CH:8][CH:9]=[C:4]([N+:1]([O-:3])=[O:2])[CH:5]=1)(=[O:12])=[O:11]. (2) Product: [C:8]([C:6]1[CH:5]=[CH:4][N:3]=[C:2]([NH:1][S:16]([C:10]2[CH:15]=[CH:14][CH:13]=[CH:12][CH:11]=2)(=[O:18])=[O:17])[CH:7]=1)#[N:9]. The catalyst class is: 17. Reactant: [NH2:1][C:2]1[CH:7]=[C:6]([C:8]#[N:9])[CH:5]=[CH:4][N:3]=1.[C:10]1([S:16](Cl)(=[O:18])=[O:17])[CH:15]=[CH:14][CH:13]=[CH:12][CH:11]=1. (3) Reactant: [Br:1][C:2]1[C:3]([Cl:9])=[N:4][C:5]([CH3:8])=[CH:6][CH:7]=1.[Br:10]N1C(=O)CCC1=O.CC(N=NC(C#N)(C)C)(C#N)C. Product: [Br:1][C:2]1[C:3]([Cl:9])=[N:4][C:5]([CH2:8][Br:10])=[CH:6][CH:7]=1. The catalyst class is: 53. (4) Reactant: [NH:1]1[CH2:6][CH2:5][CH:4]([C:7]2[CH:15]=[CH:14][CH:13]=[C:12]3[C:8]=2[CH2:9][C:10](=[O:16])[NH:11]3)[CH2:3][CH2:2]1.[O:17]=[C:18]1[C:23]2=[CH:24][NH:25][C:26]([CH:27]=O)=[C:22]2[CH2:21][CH2:20][O:19]1. Product: [O:16]=[C:10]1[C:9](=[CH:27][C:26]2[NH:25][CH:24]=[C:23]3[C:18](=[O:17])[O:19][CH2:20][CH2:21][C:22]=23)[C:8]2[C:12](=[CH:13][CH:14]=[CH:15][C:7]=2[CH:4]2[CH2:3][CH2:2][NH:1][CH2:6][CH2:5]2)[NH:11]1. The catalyst class is: 495. (5) Reactant: [NH2:1][CH2:2][CH:3]1[CH2:8][CH2:7][NH:6][CH2:5][CH2:4]1.[CH2:9]([O:16][C:17]([Cl:19])=[O:18])[C:10]1[CH:15]=[CH:14][CH:13]=[CH:12][CH:11]=1.C(=O)=O.CO. Product: [ClH:19].[CH2:9]([O:16][C:17]([N:6]1[CH2:7][CH2:8][CH:3]([CH2:2][NH2:1])[CH2:4][CH2:5]1)=[O:18])[C:10]1[CH:15]=[CH:14][CH:13]=[CH:12][CH:11]=1. The catalyst class is: 2. (6) Reactant: C[O:2][C:3]1[CH:12]=[C:11]([O:13]C)[CH:10]=[C:9]2[C:4]=1[C:5](=[O:23])[N:6]([C:15]1[CH:20]=[CH:19][C:18]([O:21]C)=[CH:17][CH:16]=1)[CH:7]=[N:8]2.B(Br)(Br)Br. Product: [OH:2][C:3]1[CH:12]=[C:11]([OH:13])[CH:10]=[C:9]2[C:4]=1[C:5](=[O:23])[N:6]([C:15]1[CH:16]=[CH:17][C:18]([OH:21])=[CH:19][CH:20]=1)[CH:7]=[N:8]2. The catalyst class is: 2.